This data is from Full USPTO retrosynthesis dataset with 1.9M reactions from patents (1976-2016). The task is: Predict the reactants needed to synthesize the given product. (1) Given the product [CH3:1][O:2][CH2:3][CH2:4][O:5][C:6]1[CH:11]=[CH:10][C:9]([CH2:12][CH2:13][CH2:14][OH:15])=[C:8]([O:19][CH2:20][C:21]2[CH:22]=[CH:23][C:24]([C:27]([F:28])([F:29])[F:30])=[CH:25][CH:26]=2)[CH:7]=1, predict the reactants needed to synthesize it. The reactants are: [CH3:1][O:2][CH2:3][CH2:4][O:5][C:6]1[CH:11]=[CH:10][C:9]([CH2:12][CH2:13][C:14](OCC)=[O:15])=[C:8]([O:19][CH2:20][C:21]2[CH:26]=[CH:25][C:24]([C:27]([F:30])([F:29])[F:28])=[CH:23][CH:22]=2)[CH:7]=1.[H-].[Al+3].[Li+].[H-].[H-].[H-].O.O.O.O.O.O.O.O.O.O.S([O-])([O-])(=O)=O.[Na+].[Na+]. (2) Given the product [ClH:13].[Cl:13][C:14]1[CH:33]=[CH:32][C:17]([NH:18][C:19]2[C:28]3[C:23](=[CH:24][C:25]([O:31][CH2:62][CH2:61][C:59]4[CH:58]=[CH:57][CH:56]=[C:55]([CH3:54])[N:60]=4)=[C:26]([O:29][CH3:30])[CH:27]=3)[N:22]=[CH:21][N:20]=2)=[C:16]([F:34])[CH:15]=1, predict the reactants needed to synthesize it. The reactants are: N(C(OCC)=O)=NC(OCC)=O.[Cl:13][C:14]1[CH:33]=[CH:32][C:17]([NH:18][C:19]2[C:28]3[C:23](=[CH:24][C:25]([OH:31])=[C:26]([O:29][CH3:30])[CH:27]=3)[N:22]=[CH:21][N:20]=2)=[C:16]([F:34])[CH:15]=1.C1(P(C2C=CC=CC=2)C2C=CC=CC=2)C=CC=CC=1.[CH3:54][C:55]1[N:60]=[C:59]([CH2:61][CH2:62]O)[CH:58]=[CH:57][CH:56]=1. (3) The reactants are: C(=O)([O-])[O-].[K+].[K+].[NH:7]1[CH2:12][CH2:11][O:10][CH2:9][CH2:8]1.F[C:14]1[CH:21]=[CH:20][C:19]([CH3:22])=[CH:18][C:15]=1[C:16]#[N:17].O. Given the product [CH3:22][C:19]1[CH:20]=[CH:21][C:14]([N:7]2[CH2:12][CH2:11][O:10][CH2:9][CH2:8]2)=[C:15]([CH:18]=1)[C:16]#[N:17], predict the reactants needed to synthesize it.